The task is: Predict which catalyst facilitates the given reaction.. This data is from Catalyst prediction with 721,799 reactions and 888 catalyst types from USPTO. (1) Reactant: [C:1]([O:5][C:6]([NH:8][CH:9]1[CH2:14][CH2:13][CH2:12][NH:11][CH2:10]1)=[O:7])([CH3:4])([CH3:3])[CH3:2].[N+:15]([C:18]1[CH:23]=[CH:22][CH:21]=[CH:20][C:19]=1[C:24](=[O:44])[CH2:25][N:26]1[C:35](=[O:36])[C:34]2[N:33]([CH2:37][CH:38]=[C:39]([CH3:41])[CH3:40])[C:32](Cl)=[N:31][C:30]=2[N:29]([CH3:43])[C:27]1=[O:28])([O-:17])=[O:16].C(=O)([O-])[O-].[Na+].[Na+].O. Product: [N+:15]([C:18]1[CH:23]=[CH:22][CH:21]=[CH:20][C:19]=1[C:24](=[O:44])[CH2:25][N:26]1[C:35](=[O:36])[C:34]2[N:33]([CH2:37][CH:38]=[C:39]([CH3:40])[CH3:41])[C:32]([N:11]3[CH2:12][CH2:13][CH2:14][CH:9]([NH:8][C:6]([O:5][C:1]([CH3:4])([CH3:2])[CH3:3])=[O:7])[CH2:10]3)=[N:31][C:30]=2[N:29]([CH3:43])[C:27]1=[O:28])([O-:17])=[O:16]. The catalyst class is: 16. (2) Reactant: Br[CH:2]1[C:6](=O)[CH2:5][CH2:4][CH:3]1[C:8]#[N:9].[NH2:10][C:11]([NH2:13])=[S:12]. Product: [NH2:13][C:11]1[S:12][C:2]2[CH:3]([C:8]#[N:9])[CH2:4][CH2:5][C:6]=2[N:10]=1. The catalyst class is: 12. (3) Reactant: [OH:1][C@@H:2]([CH2:30][C@@H:31]([NH:39][C:40](=[O:51])[C@@H:41]([NH:46][C:47]([O:49][CH3:50])=[O:48])[C:42]([CH3:45])([CH3:44])[CH3:43])[CH2:32][C:33]1[CH:38]=[CH:37][CH:36]=[CH:35][CH:34]=1)[C@@H:3]([NH:19]C(=O)OCC1C=CC=CC=1)[CH2:4][C:5]1[CH:10]=[CH:9][C:8]([C:11]2[CH:16]=[CH:15][CH:14]=[C:13]([O:17][CH3:18])[N:12]=2)=[CH:7][CH:6]=1.Cl. Product: [NH2:19][C@@H:3]([CH2:4][C:5]1[CH:6]=[CH:7][C:8]([C:11]2[CH:16]=[CH:15][CH:14]=[C:13]([O:17][CH3:18])[N:12]=2)=[CH:9][CH:10]=1)[C@@H:2]([OH:1])[CH2:30][C@@H:31]([NH:39][C:40]([C@@H:41]([NH:46][C:47](=[O:48])[O:49][CH3:50])[C:42]([CH3:44])([CH3:45])[CH3:43])=[O:51])[CH2:32][C:33]1[CH:38]=[CH:37][CH:36]=[CH:35][CH:34]=1. The catalyst class is: 19. (4) Reactant: Cl.[CH:2]1([CH2:5][C:6]2[CH:12]=[C:11]([CH3:13])[C:9]([NH2:10])=[C:8]([CH3:14])[CH:7]=2)[CH2:4][CH2:3]1.C(N(C(C)C)CC)(C)C.Cl[C:25](Cl)([O:27]C(=O)OC(Cl)(Cl)Cl)Cl. Product: [CH:2]1([CH2:5][C:6]2[CH:12]=[C:11]([CH3:13])[C:9]([N:10]=[C:25]=[O:27])=[C:8]([CH3:14])[CH:7]=2)[CH2:3][CH2:4]1. The catalyst class is: 2. (5) Reactant: [OH:1][CH2:2][C@H:3]1[CH2:8][CH2:7][CH2:6][N:5]([C:9]([O:11][C:12]([CH3:15])([CH3:14])[CH3:13])=[O:10])[CH2:4]1.[I:16][C:17]1[N:22]=[C:21]([CH3:23])[CH:20]=[CH:19][C:18]=1O.C1(P(C2C=CC=CC=2)C2C=CC=CC=2)C=CC=CC=1.N(C(OC(C)C)=O)=NC(OC(C)C)=O. Product: [C:12]([O:11][C:9]([N:5]1[CH2:6][CH2:7][CH2:8][C@H:3]([CH2:2][O:1][C:18]2[C:17]([I:16])=[N:22][C:21]([CH3:23])=[CH:20][CH:19]=2)[CH2:4]1)=[O:10])([CH3:15])([CH3:14])[CH3:13]. The catalyst class is: 57. (6) Reactant: I[C:2]1[CH:3]=[C:4]([CH:9]=[C:10]([C:12](=[O:22])[N:13]([CH3:21])[CH2:14][C:15]2[S:16][CH:17]=[C:18]([CH3:20])[N:19]=2)[CH:11]=1)[C:5]([O:7][CH3:8])=[O:6].[O:23]1[CH:27]=[CH:26][CH:25]=[C:24]1B(O)O.C([O-])([O-])=O.[Na+].[Na+]. Product: [O:23]1[CH:27]=[CH:26][CH:25]=[C:24]1[C:2]1[CH:3]=[C:4]([CH:9]=[C:10]([C:12](=[O:22])[N:13]([CH3:21])[CH2:14][C:15]2[S:16][CH:17]=[C:18]([CH3:20])[N:19]=2)[CH:11]=1)[C:5]([O:7][CH3:8])=[O:6]. The catalyst class is: 128. (7) Reactant: C(O[C:6]([C:8]1[N:9]=[C:10]([Cl:19])[C:11]2[C:16]([C:17]=1[OH:18])=[CH:15][CH:14]=[CH:13][CH:12]=2)=[O:7])CCC.[CH3:20][N:21]([CH3:25])[CH2:22][CH2:23][NH2:24]. Product: [CH3:20][N:21]([CH3:25])[CH2:22][CH2:23][NH:24][C:6]([C:8]1[N:9]=[C:10]([Cl:19])[C:11]2[C:16]([C:17]=1[OH:18])=[CH:15][CH:14]=[CH:13][CH:12]=2)=[O:7]. The catalyst class is: 8. (8) Reactant: [CH2:1]([N:8]1[CH2:12][CH2:11][CH:10]([C:13](OC)=[O:14])[CH2:9]1)[C:2]1[CH:7]=[CH:6][CH:5]=[CH:4][CH:3]=1.[H-].[Al+3].[Li+].[H-].[H-].[H-]. Product: [CH2:1]([N:8]1[CH2:12][CH2:11][CH:10]([CH2:13][OH:14])[CH2:9]1)[C:2]1[CH:7]=[CH:6][CH:5]=[CH:4][CH:3]=1. The catalyst class is: 7.